This data is from Catalyst prediction with 721,799 reactions and 888 catalyst types from USPTO. The task is: Predict which catalyst facilitates the given reaction. (1) Reactant: [C:1]1([CH:7]2[CH2:9][S:8]2)[CH2:6][CH2:5][CH2:4][CH2:3][CH:2]=1. Product: [S:8]1[CH2:9][CH:7]=[C:1]2[CH2:6][CH2:5][CH2:4][CH2:3][CH:2]12. The catalyst class is: 48. (2) Reactant: [H-].[Na+].[CH3:3][C:4]1([CH3:10])[CH2:8][CH2:7][CH2:6][C:5]1=[O:9].[CH2:11]([O:13][C:14](=[O:20])[C:15](OCC)=[O:16])[CH3:12].CC[O-].[Na+]. Product: [CH2:11]([O:13][C:14](=[O:20])[C:15]([CH:6]1[CH2:7][CH2:8][C:4]([CH3:10])([CH3:3])[C:5]1=[O:9])=[O:16])[CH3:12]. The catalyst class is: 14.